The task is: Predict which catalyst facilitates the given reaction.. This data is from Catalyst prediction with 721,799 reactions and 888 catalyst types from USPTO. (1) Reactant: [Cl:1][C:2]1[CH:7]=[CH:6][C:5]([C:8](=O)[CH:9]=[CH:10][N:11](C)C)=[CH:4][C:3]=1[CH2:15][NH:16][C:17](=[O:19])[CH3:18].O.[NH2:21]N. Product: [Cl:1][C:2]1[CH:7]=[CH:6][C:5]([C:8]2[CH:9]=[CH:10][NH:11][N:21]=2)=[CH:4][C:3]=1[CH2:15][NH:16][C:17](=[O:19])[CH3:18]. The catalyst class is: 5. (2) Reactant: [CH3:1][O:2][CH2:3][C:4](=[O:10])[CH2:5][C:6]([O:8][CH3:9])=[O:7].[H-].[Na+].[CH3:13]I. Product: [CH3:13][CH:5]([C:4](=[O:10])[CH2:3][O:2][CH3:1])[C:6]([O:8][CH3:9])=[O:7]. The catalyst class is: 7.